From a dataset of Reaction yield outcomes from USPTO patents with 853,638 reactions. Predict the reaction yield, written as a fraction of the theoretical maximum amount of product (1.0 means a 100% yield; for example, 0.34 means a 34% yield). (1) The reactants are CC1(C)[O:7][CH2:6][C:5]([C:9]#[C:10][C:11]2[CH:16]=[CH:15][C:14]([CH2:17][CH2:18][CH2:19][CH2:20][CH2:21][CH2:22][CH2:23][CH3:24])=[CH:13][CH:12]=2)([OH:8])[CH2:4][O:3]1. The catalyst is C(O)(C(F)(F)F)=O.CCO.[Pd]. The product is [CH2:17]([C:14]1[CH:15]=[CH:16][C:11]([CH2:10][CH2:9][C:5]([OH:8])([CH2:6][OH:7])[CH2:4][OH:3])=[CH:12][CH:13]=1)[CH2:18][CH2:19][CH2:20][CH2:21][CH2:22][CH2:23][CH3:24]. The yield is 0.990. (2) The reactants are O[N:2]1[C:6]2C=[CH:8][CH:9]=[CH:10][C:5]=2N=N1.Cl.CN(C)CCCN=C=NCC.Cl.[CH2:24]([N:26]1[CH2:31][CH2:30][NH:29][CH2:28][C:27]1=[O:32])[CH3:25].[CH3:33][C:34]1[CH:35]=[CH:36][C:37]([C:40]2(C3C=NC=CC=3)[NH:44][NH:43][C:42]([C:45]([OH:47])=O)=[CH:41]2)=[N:38][CH:39]=1. The product is [CH3:33][C:34]1[CH:35]=[CH:36][C:37]([C:40]2[N:44]([C:5]3[CH:6]=[N:2][CH:8]=[CH:9][CH:10]=3)[N:43]=[C:42]([C:45]([N:29]3[CH2:30][CH2:31][N:26]([CH2:24][CH3:25])[C:27](=[O:32])[CH2:28]3)=[O:47])[CH:41]=2)=[N:38][CH:39]=1. The yield is 0.530. The catalyst is CN(C)C=O.C(N(CC)CC)C.